Task: Predict which catalyst facilitates the given reaction.. Dataset: Catalyst prediction with 721,799 reactions and 888 catalyst types from USPTO (1) Reactant: Cl.[CH3:2][C:3]1[N:4]=[C:5]([C:13]2[CH:18]=[CH:17][CH:16]=[CH:15][CH:14]=2)[N:6]2[C:11]=1[CH:10]=[N:9][C:8]([NH2:12])=[N:7]2.I[C:20]1[CH:25]=[CH:24][C:23]([N+:26]([O-:28])=[O:27])=[CH:22][CH:21]=1.C1C=CC(P(C2C=CC3C(=CC=CC=3)C=2C2C3C(=CC=CC=3)C=CC=2P(C2C=CC=CC=2)C2C=CC=CC=2)C2C=CC=CC=2)=CC=1.CC(C)([O-])C.[Na+]. Product: [CH3:2][C:3]1[N:4]=[C:5]([C:13]2[CH:14]=[CH:15][CH:16]=[CH:17][CH:18]=2)[N:6]2[C:11]=1[CH:10]=[N:9][C:8]([NH:12][C:20]1[CH:25]=[CH:24][C:23]([N+:26]([O-:28])=[O:27])=[CH:22][CH:21]=1)=[N:7]2. The catalyst class is: 187. (2) Reactant: [CH2:1]([O:3][C:4]([C:6]1[O:14][C:13]2[CH:12]=[CH:11][N:10]=[C:9]([Cl:15])[C:8]=2[C:7]=1[OH:16])=[O:5])[CH3:2].C1C=CC(N([S:24]([C:27]([F:30])([F:29])[F:28])(=[O:26])=[O:25])[S:24]([C:27]([F:30])([F:29])[F:28])(=[O:26])=[O:25])=CC=1.C(N(C(C)C)CC)(C)C. Product: [CH2:1]([O:3][C:4]([C:6]1[O:14][C:13]2[CH:12]=[CH:11][N:10]=[C:9]([Cl:15])[C:8]=2[C:7]=1[O:16][S:24]([C:27]([F:30])([F:29])[F:28])(=[O:26])=[O:25])=[O:5])[CH3:2]. The catalyst class is: 216.